This data is from Reaction yield outcomes from USPTO patents with 853,638 reactions. The task is: Predict the reaction yield, written as a fraction of the theoretical maximum amount of product (1.0 means a 100% yield; for example, 0.34 means a 34% yield). (1) The reactants are [Cl:1][C:2]1[CH:7]=[CH:6][C:5]([C:8]2[C:14]3[C:15]([CH3:19])=[C:16]([CH3:18])[S:17][C:13]=3[N:12]3[C:20]([CH3:23])=[N:21][N:22]=[C:11]3[C@H:10]([CH2:24][C:25]([NH:27][CH2:28][CH2:29][CH2:30][N:31]3[CH2:36][CH2:35][N:34]([C:37](=[O:51])[CH2:38][CH2:39][CH2:40][CH2:41][CH2:42][NH:43]C(=O)OC(C)(C)C)[CH2:33][CH2:32]3)=[O:26])[N:9]=2)=[CH:4][CH:3]=1.Cl. The catalyst is C(Cl)Cl.CO.O1CCOCC1. The product is [NH2:43][CH2:42][CH2:41][CH2:40][CH2:39][CH2:38][C:37]([N:34]1[CH2:35][CH2:36][N:31]([CH2:30][CH2:29][CH2:28][NH:27][C:25](=[O:26])[CH2:24][C@@H:10]2[N:9]=[C:8]([C:5]3[CH:4]=[CH:3][C:2]([Cl:1])=[CH:7][CH:6]=3)[C:14]3[C:15]([CH3:19])=[C:16]([CH3:18])[S:17][C:13]=3[N:12]3[C:20]([CH3:23])=[N:21][N:22]=[C:11]23)[CH2:32][CH2:33]1)=[O:51]. The yield is 0.870. (2) The reactants are Cl[C:2]1[CH:11]=[C:10]2[C:5]([CH:6]=[C:7]([C:29]3[C:34]([Cl:35])=[C:33]([O:36][CH3:37])[CH:32]=[C:31]([O:38][CH3:39])[C:30]=3[Cl:40])[C:8](=[O:28])[N:9]2[CH2:12][CH2:13][CH2:14][N:15]2[CH2:20][CH2:19][N:18]([C:21]([O:23][C:24]([CH3:27])([CH3:26])[CH3:25])=[O:22])[CH2:17][CH2:16]2)=[CH:4][N:3]=1.[CH3:41][NH2:42]. The catalyst is CS(C)=O. The product is [Cl:35][C:34]1[C:33]([O:36][CH3:37])=[CH:32][C:31]([O:38][CH3:39])=[C:30]([Cl:40])[C:29]=1[C:7]1[C:8](=[O:28])[N:9]([CH2:12][CH2:13][CH2:14][N:15]2[CH2:16][CH2:17][N:18]([C:21]([O:23][C:24]([CH3:25])([CH3:26])[CH3:27])=[O:22])[CH2:19][CH2:20]2)[C:10]2[C:5]([CH:6]=1)=[CH:4][N:3]=[C:2]([NH:42][CH3:41])[CH:11]=2. The yield is 0.740.